Dataset: Reaction yield outcomes from USPTO patents with 853,638 reactions. Task: Predict the reaction yield, written as a fraction of the theoretical maximum amount of product (1.0 means a 100% yield; for example, 0.34 means a 34% yield). (1) The reactants are [CH3:1][NH:2][CH2:3][CH2:4][NH:5][C:6](=[O:12])[O:7][C:8]([CH3:11])([CH3:10])[CH3:9].[OH:13][C:14]1[CH:22]=[CH:21][CH:20]=[CH:19][C:15]=1[C:16](Cl)=[O:17].N1C=CN=C1.C1CCC(N=C=NC2CCCCC2)CC1. The catalyst is C(OCC)(=O)C. The product is [OH:13][C:14]1[CH:22]=[CH:21][CH:20]=[CH:19][C:15]=1[C:16]([N:2]([CH2:3][CH2:4][NH:5][C:6](=[O:12])[O:7][C:8]([CH3:10])([CH3:9])[CH3:11])[CH3:1])=[O:17]. The yield is 0.340. (2) The reactants are [CH3:1][N:2]([CH3:12])[C:3]1[CH:4]=[C:5]([CH:9]=[CH:10][CH:11]=1)[C:6](O)=[O:7].CN(C)C=O.C(Cl)(=O)C(Cl)=O.[CH3:24][NH:25][O:26][CH3:27].C(N(CC)CC)C. No catalyst specified. The product is [CH3:1][N:2]([CH3:12])[C:3]1[CH:4]=[C:5]([CH:9]=[CH:10][CH:11]=1)[C:6]([N:25]([O:26][CH3:27])[CH3:24])=[O:7]. The yield is 0.670. (3) The reactants are NC[C:3]1[N:8]=[C:7](N(CC(OC(C)(C)C)=O)C(OC(C)(C)C)=O)[CH:6]=[CH:5][CH:4]=1.S1C=CC=C1[S:30]([Cl:33])(=[O:32])=[O:31]. No catalyst specified. The product is [N:8]1[CH:7]=[CH:6][CH:5]=[CH:4][C:3]=1[S:30]([Cl:33])(=[O:32])=[O:31]. The yield is 0.840. (4) The reactants are [N+:1]([C:4]1[CH:9]=[CH:8][C:7]([C:10]([F:13])([F:12])[F:11])=[CH:6][C:5]=1[NH:14][CH:15]1[CH2:20][CH2:19][N:18]([C:21]([O:23][CH2:24][CH3:25])=[O:22])[CH2:17][CH2:16]1)([O-])=O. The catalyst is CO.[Pd]. The product is [NH2:1][C:4]1[CH:9]=[CH:8][C:7]([C:10]([F:12])([F:13])[F:11])=[CH:6][C:5]=1[NH:14][CH:15]1[CH2:20][CH2:19][N:18]([C:21]([O:23][CH2:24][CH3:25])=[O:22])[CH2:17][CH2:16]1. The yield is 0.960. (5) The reactants are [Br:1][C:2]1[C:3](=[O:9])[NH:4][C:5]([Cl:8])=[N:6][CH:7]=1.Br[CH2:11][C:12]1[S:13][CH:14]=[CH:15][C:16]=1[C:17]#[N:18]. No catalyst specified. The product is [Br:1][C:2]1[C:3](=[O:9])[N:4]([CH2:11][C:12]2[S:13][CH:14]=[CH:15][C:16]=2[C:17]#[N:18])[C:5]([Cl:8])=[N:6][CH:7]=1. The yield is 0.580. (6) The reactants are C(OC([N:8]1[CH2:13][CH2:12][NH:11][C@H:10]([CH3:14])[CH2:9]1)=O)(C)(C)C.CCN(CC)CC.[CH3:22][S:23](Cl)(=[O:25])=[O:24]. The catalyst is C(Cl)Cl. The product is [CH3:22][S:23]([N:11]1[CH2:12][CH2:13][NH:8][CH2:9][C@H:10]1[CH3:14])(=[O:25])=[O:24]. The yield is 0.340. (7) The reactants are C(O[C:6](=O)[NH:7][C:8]1[C:13]([CH3:14])=[CH:12][CH:11]=[CH:10][N:9]=1)(C)(C)C.C([Li])CCC.CN(C)C=O.Cl. The catalyst is O1CCCC1. The product is [NH:7]1[C:8]2=[N:9][CH:10]=[CH:11][CH:12]=[C:13]2[CH:14]=[CH:6]1. The yield is 1.34.